Dataset: Catalyst prediction with 721,799 reactions and 888 catalyst types from USPTO. Task: Predict which catalyst facilitates the given reaction. (1) Reactant: Cl.[CH3:2][O:3][C:4]([C:6]1[CH:7]=[C:8]2[C:13](=[CH:14][CH:15]=1)[CH2:12][NH:11][CH2:10][CH2:9]2)=[O:5].[C:16](O[C:16]([O:18][C:19]([CH3:22])([CH3:21])[CH3:20])=[O:17])([O:18][C:19]([CH3:22])([CH3:21])[CH3:20])=[O:17].C(N(CC)CC)C. Product: [CH3:2][O:3][C:4]([C:6]1[CH:7]=[C:8]2[C:13](=[CH:14][CH:15]=1)[CH2:12][N:11]([C:16]([O:18][C:19]([CH3:22])([CH3:21])[CH3:20])=[O:17])[CH2:10][CH2:9]2)=[O:5]. The catalyst class is: 125. (2) Reactant: Cl[CH2:2][Cl:3].[O:4]1[CH:8]=[CH:7][CH:6]=[C:5]1[C:9]1[O:10][C:11]([CH3:16])=[C:12](CO)[N:13]=1.C1(C)C=CC(S(Cl)(=O)=O)=CC=1. Product: [Cl:3][CH2:2][C:12]1[N:13]=[C:9]([C:5]2[O:4][CH:8]=[CH:7][CH:6]=2)[O:10][C:11]=1[CH3:16]. The catalyst class is: 6. (3) Reactant: C[O:2][C:3]1[CH:8]=[CH:7][C:6]([S:9][C:10]2[C:18]3[C:17]([NH:19][C@H:20]([C:22]4[N:27]([C:28]5[CH:33]=[CH:32][CH:31]=[CH:30][CH:29]=5)[C:26](=[O:34])[C:25]5=[C:35]([CH3:38])[CH:36]=[CH:37][N:24]5[N:23]=4)[CH3:21])=[N:16][CH:15]=[N:14][C:13]=3[N:12](COCC[Si](C)(C)C)[CH:11]=2)=[CH:5][CH:4]=1.B(Br)(Br)Br.N. Product: [OH:2][C:3]1[CH:4]=[CH:5][C:6]([S:9][C:10]2[C:18]3[C:17]([NH:19][C@H:20]([C:22]4[N:27]([C:28]5[CH:33]=[CH:32][CH:31]=[CH:30][CH:29]=5)[C:26](=[O:34])[C:25]5=[C:35]([CH3:38])[CH:36]=[CH:37][N:24]5[N:23]=4)[CH3:21])=[N:16][CH:15]=[N:14][C:13]=3[NH:12][CH:11]=2)=[CH:7][CH:8]=1. The catalyst class is: 4. (4) Reactant: C[O:2][C:3]1[CH:12]=[C:11]2[C:6]([CH:7]=[C:8]([CH2:18][NH:19][CH2:20][C:21]3[CH:26]=[CH:25][C:24]([C:27]([F:30])([F:29])[F:28])=[CH:23][CH:22]=3)[C:9]([C:13]3[CH:17]=[CH:16][S:15][CH:14]=3)=[N:10]2)=[CH:5][CH:4]=1.[S-2].[Na+].[Na+].CN1C(=O)CCC1.[NH4+].[Cl-]. Product: [S:15]1[CH:16]=[CH:17][C:13]([C:9]2[C:8]([CH2:18][NH:19][CH2:20][C:21]3[CH:26]=[CH:25][C:24]([C:27]([F:28])([F:29])[F:30])=[CH:23][CH:22]=3)=[CH:7][C:6]3[C:11](=[CH:12][C:3]([OH:2])=[CH:4][CH:5]=3)[N:10]=2)=[CH:14]1. The catalyst class is: 2.